This data is from Full USPTO retrosynthesis dataset with 1.9M reactions from patents (1976-2016). The task is: Predict the reactants needed to synthesize the given product. (1) Given the product [Cl:23][C:20]([F:21])([F:22])[O:19][C:13]1[C:12]([F:24])=[C:11]([CH:16]=[C:15]([F:17])[C:14]=1[F:18])[C:10](/[C:5](=[CH:6]/[NH:39][C:36]1[CH:35]=[CH:34][C:33]([CH2:32][N:27]2[CH2:31][CH2:30][CH2:29][CH2:28]2)=[CH:38][CH:37]=1)/[C:4]([O:3][CH2:1][CH3:2])=[O:26])=[O:25], predict the reactants needed to synthesize it. The reactants are: [CH2:1]([O:3][C:4](=[O:26])[C:5]([C:10](=[O:25])[C:11]1[CH:16]=[C:15]([F:17])[C:14]([F:18])=[C:13]([O:19][C:20]([Cl:23])([F:22])[F:21])[C:12]=1[F:24])=[CH:6]OCC)[CH3:2].[N:27]1([CH2:32][C:33]2[CH:38]=[CH:37][C:36]([NH2:39])=[CH:35][CH:34]=2)[CH2:31][CH2:30][CH2:29][CH2:28]1. (2) Given the product [C:33]([O:37][C:38]([NH:40][C@H:41]([C:45]1[CH:46]=[CH:47][C:48]([O:51][CH2:52][C@H:1]([OH:8])[CH3:2])=[CH:49][CH:50]=1)[C:42]([OH:44])=[O:43])=[O:39])([CH3:34])([CH3:35])[CH3:36], predict the reactants needed to synthesize it. The reactants are: [CH2:1]([O:8][C@H](C)[C@H](NC(OCC1C2C=CC=CC=2C2C1=CC=CC=2)=O)C(O)=O)[C:2]1C=CC=CC=1.[C:33]([O:37][C:38]([NH:40][C@H:41]([C:45]1[CH:50]=[CH:49][C:48]([O:51][CH2:52]COC2CCCCO2)=[CH:47][CH:46]=1)[C:42]([OH:44])=[O:43])=[O:39])([CH3:36])([CH3:35])[CH3:34].C[C@@H]1CO1. (3) Given the product [Cl:1][C:2]1[CH:3]=[C:4](/[CH:8]=[CH:9]/[CH:10]2[N:15]3[CH2:16][CH2:17][NH:18][CH2:19][C@@H:14]3[CH2:13][CH2:12][CH2:11]2)[CH:5]=[CH:6][CH:7]=1, predict the reactants needed to synthesize it. The reactants are: [Cl:1][C:2]1[CH:3]=[C:4](/[CH:8]=[CH:9]/[CH:10]2[N:15]3[CH2:16][CH2:17][N:18](C(OC(C)(C)C)=O)[CH2:19][C@@H:14]3[CH2:13][CH2:12][CH2:11]2)[CH:5]=[CH:6][CH:7]=1.C(O)(C(F)(F)F)=O. (4) Given the product [ClH:16].[N:1]1([C:21](=[NH:17])[NH2:20])[CH2:6][CH2:5][CH2:4][CH2:3][CH2:2]1, predict the reactants needed to synthesize it. The reactants are: [NH:1]1[CH2:6][CH2:5][CH2:4][CH2:3][CH2:2]1.C(N(C(C)C)CC)(C)C.[ClH:16].[N:17]1(C(=N)N)[CH:21]=[N:20]C=N1.CCOCC.